The task is: Predict the reactants needed to synthesize the given product.. This data is from Full USPTO retrosynthesis dataset with 1.9M reactions from patents (1976-2016). (1) Given the product [F:34][CH:2]([F:1])[O:3][C:4]1[C:12]2[CH2:11][N:10]([C:13]3[CH:18]=[CH:17][C:16]([CH2:19][C:20]([OH:22])=[O:21])=[CH:15][C:14]=3[F:25])[C:9](=[O:26])[C:8]=2[C:7]([O:27][CH2:28][CH3:29])=[C:6]2[CH:30]=[CH:31][CH:32]=[CH:33][C:5]=12, predict the reactants needed to synthesize it. The reactants are: [F:1][CH:2]([F:34])[O:3][C:4]1[C:12]2[CH2:11][N:10]([C:13]3[CH:18]=[CH:17][C:16]([CH2:19][C:20]([O:22]CC)=[O:21])=[CH:15][C:14]=3[F:25])[C:9](=[O:26])[C:8]=2[C:7]([O:27][CH2:28][CH3:29])=[C:6]2[CH:30]=[CH:31][CH:32]=[CH:33][C:5]=12.C(O)(=O)C.Cl. (2) Given the product [F:4][C:5]1[CH:6]=[CH:7][C:8]([CH2:9][N:10]2[C:18]3[CH:17]=[CH:16][CH:15]=[CH:14][C:13]=3[C:12]3[CH2:19][C@H:20]4[C:30](=[O:31])[N:38]([CH2:39][C:52]([CH3:56])([CH3:53])[CH2:51][C:55]([O:3][CH3:2])=[O:54])[C:23](=[O:25])[N:21]4[CH2:22][C:11]2=3)=[CH:32][CH:33]=1, predict the reactants needed to synthesize it. The reactants are: [N-]=[C:2]=[O:3].[F:4][C:5]1[CH:33]=[CH:32][C:8]([CH2:9][N:10]2[C:18]3[C:13](=[CH:14][CH:15]=[CH:16][CH:17]=3)[C:12]3[CH2:19][C@@H:20]([CH2:30][OH:31])[N:21]([C:23]([O:25]C(C)(C)C)=O)[CH2:22][C:11]2=3)=[CH:7][CH:6]=1.CS(C)=O.[N:38](CCCC(OC(C)(C)C)=O)=[C:39]=O.[CH2:51]1[CH2:55][O:54][CH2:53][CH2:52]1.[CH3:56]O.